The task is: Regression. Given a peptide amino acid sequence and an MHC pseudo amino acid sequence, predict their binding affinity value. This is MHC class I binding data.. This data is from Peptide-MHC class I binding affinity with 185,985 pairs from IEDB/IMGT. (1) The peptide sequence is TSEKYSKGYK. The MHC is HLA-A11:01 with pseudo-sequence HLA-A11:01. The binding affinity (normalized) is 0.357. (2) The peptide sequence is DYKECEWPL. The MHC is HLA-B08:01 with pseudo-sequence HLA-B08:01. The binding affinity (normalized) is 0.0847. (3) The peptide sequence is VMPLSAPTL. The MHC is HLA-A26:01 with pseudo-sequence HLA-A26:01. The binding affinity (normalized) is 0. (4) The peptide sequence is AVDPAKAYK. The MHC is HLA-A02:03 with pseudo-sequence HLA-A02:03. The binding affinity (normalized) is 0. (5) The peptide sequence is MPWLDNIVE. The MHC is HLA-A02:11 with pseudo-sequence HLA-A02:11. The binding affinity (normalized) is 0.0847. (6) The peptide sequence is IMECSRMLDT. The MHC is HLA-A02:06 with pseudo-sequence HLA-A02:06. The binding affinity (normalized) is 0. (7) The MHC is Mamu-A01 with pseudo-sequence Mamu-A01. The binding affinity (normalized) is 0.995. The peptide sequence is ATPYDINAML. (8) The MHC is HLA-B40:02 with pseudo-sequence HLA-B40:02. The binding affinity (normalized) is 0.514. The peptide sequence is GEPKESTPM.